From a dataset of Reaction yield outcomes from USPTO patents with 853,638 reactions. Predict the reaction yield, written as a fraction of the theoretical maximum amount of product (1.0 means a 100% yield; for example, 0.34 means a 34% yield). (1) The reactants are [Cl:1][C:2]1[N:7]=[C:6]([CH2:8][C:9]([C:11]2[CH:16]=[CH:15][CH:14]=[C:13]([O:17][CH3:18])[C:12]=2[F:19])=O)[CH:5]=[CH:4][N:3]=1.C1C(=O)N(Br)C(=O)C1.[CH2:28]([NH:30][C:31]([NH2:33])=[S:32])[CH3:29]. The catalyst is COCCOC.CN(C=O)C.CCOC(C)=O. The product is [Cl:1][C:2]1[N:7]=[C:6]([C:8]2[S:32][C:31]([NH:30][CH2:28][CH3:29])=[N:33][C:9]=2[C:11]2[CH:16]=[CH:15][CH:14]=[C:13]([O:17][CH3:18])[C:12]=2[F:19])[CH:5]=[CH:4][N:3]=1. The yield is 0.510. (2) The catalyst is ClCCl. The reactants are [Cl:1][C:2]1[CH:14]=[C:13]([Cl:15])[CH:12]=[CH:11][C:3]=1[O:4][CH2:5][CH2:6][CH2:7][C:8]([OH:10])=O.C(N(CC)CC)C.C(Cl)(=O)OCC(C)C.[NH2:31][C:32]1[CH:37]=[CH:36][CH:35]=[CH:34][CH:33]=1.Cl. The yield is 0.775. The product is [Cl:1][C:2]1[CH:14]=[C:13]([Cl:15])[CH:12]=[CH:11][C:3]=1[O:4][CH2:5][CH2:6][CH2:7][C:8]([NH:31][C:32]1[CH:37]=[CH:36][CH:35]=[CH:34][CH:33]=1)=[O:10]. (3) The reactants are [F:1][C:2]1[CH:3]=[CH:4][C:5]2[N:6]([CH:8]=[N:9][C:10]=2[Sn](CCCC)(CCCC)CCCC)[CH:7]=1.Br[C:25]1[N:26]=[C:27]2[C:33]([CH:34]=[O:35])=[CH:32][N:31]([CH2:36][O:37][CH2:38][CH2:39][Si:40]([CH3:43])([CH3:42])[CH3:41])[C:28]2=[N:29][CH:30]=1.O. The catalyst is CN(C=O)C.C1C=CC([P]([Pd]([P](C2C=CC=CC=2)(C2C=CC=CC=2)C2C=CC=CC=2)([P](C2C=CC=CC=2)(C2C=CC=CC=2)C2C=CC=CC=2)[P](C2C=CC=CC=2)(C2C=CC=CC=2)C2C=CC=CC=2)(C2C=CC=CC=2)C2C=CC=CC=2)=CC=1.[Cu]I. The product is [F:1][C:2]1[CH:3]=[CH:4][C:5]2[N:6]([CH:8]=[N:9][C:10]=2[C:25]2[N:26]=[C:27]3[C:33]([CH:34]=[O:35])=[CH:32][N:31]([CH2:36][O:37][CH2:38][CH2:39][Si:40]([CH3:43])([CH3:42])[CH3:41])[C:28]3=[N:29][CH:30]=2)[CH:7]=1. The yield is 0.950. (4) The reactants are [NH2:1][C:2]1[C:9]([O:10]C)=[CH:8][C:7]([CH2:12][CH:13]([CH3:15])[CH3:14])=[CH:6][C:3]=1[C:4]#[N:5].B(Br)(Br)Br.C(=O)([O-])O.[Na+]. The catalyst is ClCCl. The product is [NH2:1][C:2]1[C:9]([OH:10])=[CH:8][C:7]([CH2:12][CH:13]([CH3:15])[CH3:14])=[CH:6][C:3]=1[C:4]#[N:5]. The yield is 0.710. (5) The reactants are [NH2:1][CH2:2][C@@H:3]1[CH2:7][CH2:6][N:5]([CH2:8][C@H:9]([C:11]2[C:20]3[C:15](=[CH:16][CH:17]=[C:18]([O:21][CH3:22])[N:19]=3)[N:14]=[CH:13][CH:12]=2)[OH:10])[CH2:4]1.[O:23]=[C:24]1[CH2:29][S:28][C:27]2[CH:30]=[CH:31][C:32]([CH:34]=O)=[N:33][C:26]=2[NH:25]1.[BH4-].[Na+]. The catalyst is C(Cl)Cl.CCO. The product is [OH:10][C@@H:9]([C:11]1[C:20]2[C:15](=[CH:16][CH:17]=[C:18]([O:21][CH3:22])[N:19]=2)[N:14]=[CH:13][CH:12]=1)[CH2:8][N:5]1[CH2:6][CH2:7][C@@H:3]([CH2:2][NH:1][CH2:34][C:32]2[CH:31]=[CH:30][C:27]3[S:28][CH2:29][C:24](=[O:23])[NH:25][C:26]=3[N:33]=2)[CH2:4]1. The yield is 0.540. (6) The reactants are [F:1][C:2]([F:20])([C:8]1[CH:13]=[CH:12][CH:11]=[C:10]([N:14]2[CH2:19][CH2:18][CH2:17][CH2:16][CH2:15]2)[CH:9]=1)[C:3]([O:5]CC)=[O:4].O1CCCC1.CO.O.[OH-].[Li+]. The catalyst is O. The product is [F:20][C:2]([F:1])([C:8]1[CH:13]=[CH:12][CH:11]=[C:10]([N:14]2[CH2:19][CH2:18][CH2:17][CH2:16][CH2:15]2)[CH:9]=1)[C:3]([OH:5])=[O:4]. The yield is 0.880.